Task: Predict the product of the given reaction.. Dataset: Forward reaction prediction with 1.9M reactions from USPTO patents (1976-2016) Given the reactants [C:1]([O:5][C:6]([N:8]([CH2:16][CH2:17][CH2:18][CH2:19][CH2:20][CH2:21]/[CH:22]=[CH:23]/[C:24]1[CH:29]=[CH:28][C:27]([O:30]CC2C=CC=CC=2)=[C:26]([C@@H:38]([C:48]2[CH:53]=[CH:52][CH:51]=[CH:50][CH:49]=2)[CH2:39][CH2:40][N:41]([CH:45]([CH3:47])[CH3:46])[CH:42]([CH3:44])[CH3:43])[CH:25]=1)[C:9]([O:11][C:12]([CH3:15])([CH3:14])[CH3:13])=[O:10])=[O:7])([CH3:4])([CH3:3])[CH3:2].C([O-])=O.[NH4+], predict the reaction product. The product is: [CH:45]([N:41]([CH:42]([CH3:44])[CH3:43])[CH2:40][CH2:39][C@@H:38]([C:26]1[CH:25]=[C:24]([CH2:23][CH2:22][CH2:21][CH2:20][CH2:19][CH2:18][CH2:17][CH2:16][N:8]([C:6]([O:5][C:1]([CH3:2])([CH3:4])[CH3:3])=[O:7])[C:9]([O:11][C:12]([CH3:13])([CH3:15])[CH3:14])=[O:10])[CH:29]=[CH:28][C:27]=1[OH:30])[C:48]1[CH:49]=[CH:50][CH:51]=[CH:52][CH:53]=1)([CH3:47])[CH3:46].